This data is from Forward reaction prediction with 1.9M reactions from USPTO patents (1976-2016). The task is: Predict the product of the given reaction. Given the reactants [C:1]([N:4]1[CH2:9][CH2:8][N:7]([CH2:10][CH2:11][O:12][C:13]2[CH:18]=[CH:17][C:16]([CH:19]3[CH2:24][CH2:23][N:22]([C:25]4[CH:26]=[CH:27][C:28]5[N:29]([C:31]([C:34]([F:37])([F:36])[F:35])=[N:32][N:33]=5)[N:30]=4)[CH2:21][CH2:20]3)=[CH:15][CH:14]=2)[CH2:6][CH2:5]1)(=[O:3])[CH3:2], predict the reaction product. The product is: [C:1]([N:4]1[CH2:5][CH2:6][N:7]([CH2:10][CH2:11][O:12][C:13]2[CH:14]=[CH:15][C:16]([CH:19]3[CH2:20][CH2:21][N:22]([C:25]4[CH2:26][CH2:27][C:28]5[N:29]([C:31]([C:34]([F:35])([F:36])[F:37])=[N:32][N:33]=5)[N:30]=4)[CH2:23][CH2:24]3)=[CH:17][CH:18]=2)[CH2:8][CH2:9]1)(=[O:3])[CH3:2].